From a dataset of NCI-60 drug combinations with 297,098 pairs across 59 cell lines. Regression. Given two drug SMILES strings and cell line genomic features, predict the synergy score measuring deviation from expected non-interaction effect. (1) Drug 1: CC1=C(C(=CC=C1)Cl)NC(=O)C2=CN=C(S2)NC3=CC(=NC(=N3)C)N4CCN(CC4)CCO. Drug 2: CC(C)(C#N)C1=CC(=CC(=C1)CN2C=NC=N2)C(C)(C)C#N. Cell line: NCI-H460. Synergy scores: CSS=-1.46, Synergy_ZIP=1.34, Synergy_Bliss=1.93, Synergy_Loewe=-1.49, Synergy_HSA=-0.911. (2) Cell line: SN12C. Drug 2: C1CC(=O)NC(=O)C1N2C(=O)C3=CC=CC=C3C2=O. Drug 1: CN1CCC(CC1)COC2=C(C=C3C(=C2)N=CN=C3NC4=C(C=C(C=C4)Br)F)OC. Synergy scores: CSS=15.1, Synergy_ZIP=-2.78, Synergy_Bliss=4.07, Synergy_Loewe=-3.18, Synergy_HSA=4.47.